From a dataset of Full USPTO retrosynthesis dataset with 1.9M reactions from patents (1976-2016). Predict the reactants needed to synthesize the given product. (1) Given the product [CH2:25]([O:27][C:28](=[O:37])[C:29]([N:30]([CH3:31])[C:20]([C:19]1[CH:23]=[CH:24][C:16]([C:10]2[CH:15]=[CH:14][CH:13]=[CH:12][CH:11]=2)=[CH:17][CH:18]=1)=[O:21])([CH3:36])[C:32]([NH:34][CH3:35])=[O:33])[CH3:26], predict the reactants needed to synthesize it. The reactants are: CCN(C(C)C)C(C)C.[C:10]1([C:16]2[CH:24]=[CH:23][C:19]([C:20](Cl)=[O:21])=[CH:18][CH:17]=2)[CH:15]=[CH:14][CH:13]=[CH:12][CH:11]=1.[CH2:25]([O:27][C:28](=[O:37])[C@@:29]([CH3:36])([C:32]([NH:34][CH3:35])=[O:33])[NH:30][CH3:31])[CH3:26].C(=O)([O-])O.[Na+]. (2) Given the product [OH:23][C:20]1[CH:19]=[CH:18][C:17]([C@H:14]2[CH2:13][CH2:12][C@H:11]([N:10]([CH2:9][CH2:8][CH2:7][C:1]3[CH:2]=[CH:3][CH:4]=[CH:5][CH:6]=3)[C:24](=[O:26])[CH3:25])[CH2:16][CH2:15]2)=[CH:22][CH:21]=1, predict the reactants needed to synthesize it. The reactants are: [C:1]1([CH2:7][CH2:8][CH2:9][NH:10][C@H:11]2[CH2:16][CH2:15][C@H:14]([C:17]3[CH:22]=[CH:21][C:20]([OH:23])=[CH:19][CH:18]=3)[CH2:13][CH2:12]2)[CH:6]=[CH:5][CH:4]=[CH:3][CH:2]=1.[C:24](OC(=O)C)(=[O:26])[CH3:25]. (3) Given the product [C:9]([O:13][C:14](=[O:39])[NH:15][C:16]1([C:20]2[CH:21]=[CH:22][C:23]([C:26]3[C:27]([C:32]4[CH:37]=[CH:36][CH:35]=[CH:34][CH:33]=4)=[CH:28][C:5]([C:3]#[N:4])=[C:6]([OH:7])[N:8]=3)=[CH:24][CH:25]=2)[CH2:17][CH2:18][CH2:19]1)([CH3:12])([CH3:10])[CH3:11], predict the reactants needed to synthesize it. The reactants are: [H-].[Na+].[C:3]([CH2:5][C:6]([NH2:8])=[O:7])#[N:4].[C:9]([O:13][C:14](=[O:39])[NH:15][C:16]1([C:20]2[CH:25]=[CH:24][C:23]([C:26](=O)/[C:27](/[C:32]3[CH:37]=[CH:36][CH:35]=[CH:34][CH:33]=3)=[CH:28]/N(C)C)=[CH:22][CH:21]=2)[CH2:19][CH2:18][CH2:17]1)([CH3:12])([CH3:11])[CH3:10].CC(OCC1C2C(=CC=CC=2)C(COC(C)=O)=C2C=1C=CC=C2)=O. (4) Given the product [N:1]1([CH:14]([CH3:18])[CH2:15][NH2:17])[C:10]2[C:5](=[CH:6][CH:7]=[CH:8][CH:9]=2)[C:4]2([CH2:13][CH2:12][CH2:11]2)[CH2:3][CH2:2]1, predict the reactants needed to synthesize it. The reactants are: [N:1]1([CH:14]([CH3:18])[C:15]([NH2:17])=O)[C:10]2[C:5](=[CH:6][CH:7]=[CH:8][CH:9]=2)[C:4]2([CH2:13][CH2:12][CH2:11]2)[CH2:3][CH2:2]1.CO.Cl. (5) Given the product [F:1][C:2]1[CH:53]=[CH:52][CH:51]=[C:50]([F:54])[C:3]=1[C:4]([NH:6][C:7]1[CH:12]=[CH:11][CH:10]=[C:9]([C:13]2[N:14]=[C:15]([NH:41][CH2:42][CH2:43][N:44]3[CH2:49][CH2:48][O:47][CH2:46][CH2:45]3)[S:16][C:17]=2[C:18]2[CH:23]=[CH:22][N:21]=[C:20]([NH:24][C:25]3[CH:34]=[C:33]4[C:28]([CH2:29][CH2:30][NH:31][CH2:32]4)=[CH:27][CH:26]=3)[N:19]=2)[CH:8]=1)=[O:5], predict the reactants needed to synthesize it. The reactants are: [F:1][C:2]1[CH:53]=[CH:52][CH:51]=[C:50]([F:54])[C:3]=1[C:4]([NH:6][C:7]1[CH:12]=[CH:11][CH:10]=[C:9]([C:13]2[N:14]=[C:15]([NH:41][CH2:42][CH2:43][N:44]3[CH2:49][CH2:48][O:47][CH2:46][CH2:45]3)[S:16][C:17]=2[C:18]2[CH:23]=[CH:22][N:21]=[C:20]([NH:24][C:25]3[CH:34]=[C:33]4[C:28]([CH2:29][CH2:30][N:31](C(=O)C(F)(F)F)[CH2:32]4)=[CH:27][CH:26]=3)[N:19]=2)[CH:8]=1)=[O:5].C1COCC1.[Li+].[OH-]. (6) Given the product [O:3]1[CH:7]=[CH:6][CH:5]=[C:4]1[C:8]1([CH3:9])[O:16][CH2:17][CH2:18][O:10]1, predict the reactants needed to synthesize it. The reactants are: N#N.[O:3]1[CH:7]=[CH:6][CH:5]=[C:4]1[C:8](=[O:10])[CH3:9].COC([O:16][CH3:17])OC.[C:18]([O-])(O)=O.[Na+]. (7) Given the product [O:15]=[C:13]1[NH:12][C:8]2=[N:9][CH:10]=[CH:11][C:6]([O:5][C:4]3[CH:3]=[C:2]([NH:1][C:25](=[O:26])[C:24]4[CH:28]=[CH:29][C:21]([C:20]([F:19])([F:30])[F:31])=[CH:22][CH:23]=4)[CH:18]=[CH:17][CH:16]=3)=[C:7]2[NH:14]1, predict the reactants needed to synthesize it. The reactants are: [NH2:1][C:2]1[CH:3]=[C:4]([CH:16]=[CH:17][CH:18]=1)[O:5][C:6]1[CH:11]=[CH:10][N:9]=[C:8]2[NH:12][C:13](=[O:15])[NH:14][C:7]=12.[F:19][C:20]([F:31])([F:30])[C:21]1[CH:29]=[CH:28][C:24]([C:25](Cl)=[O:26])=[CH:23][CH:22]=1. (8) Given the product [CH3:25][O:24][C:4]1[CH:3]=[CH:23][C:7]2[C:8]([C:15]3[CH:16]=[C:17]([CH:20]=[CH:21][CH:22]=3)[C:18]([NH2:19])=[O:27])=[N:9][CH2:10][C:11](=[O:14])[N:12]([CH3:13])[C:6]=2[CH:5]=1, predict the reactants needed to synthesize it. The reactants are: CO[C:3]1[C:4]([O:24][CH3:25])=[CH:5][C:6]2[N:12]([CH3:13])[C:11](=[O:14])[CH2:10][N:9]=[C:8]([C:15]3[CH:16]=[C:17]([CH:20]=[CH:21][CH:22]=3)[C:18]#[N:19])[C:7]=2[CH:23]=1.C[O:27]C1C=CC2C(C3C=C(C=CC=3)C#N)=NCC(=O)N(C)C=2C=1.